From a dataset of Full USPTO retrosynthesis dataset with 1.9M reactions from patents (1976-2016). Predict the reactants needed to synthesize the given product. (1) Given the product [F:52][C:53]1[CH:58]=[CH:57][C:56]([F:59])=[CH:55][C:54]=1/[CH:60]=[CH:61]/[CH2:62][NH:1][CH:2]1[CH2:7][CH2:6][N:5]([CH2:8][CH2:9][N:10]2[C:15]3[CH:16]=[C:17]([C:20]#[N:21])[CH:18]=[CH:19][C:14]=3[O:13][CH2:12][C:11]2=[O:22])[CH2:4][CH2:3]1, predict the reactants needed to synthesize it. The reactants are: [NH2:1][CH:2]1[CH2:7][CH2:6][N:5]([CH2:8][CH2:9][N:10]2[C:15]3[CH:16]=[C:17]([C:20]#[N:21])[CH:18]=[CH:19][C:14]=3[O:13][CH2:12][C:11]2=[O:22])[CH2:4][CH2:3]1.FC(F)(F)C(O)=O.NC1CCN(CCN2C3C=C(C#N)C=CC=3OCC2=O)CC1.[F:52][C:53]1[CH:58]=[CH:57][C:56]([F:59])=[CH:55][C:54]=1/[CH:60]=[CH:61]/[CH:62]=O.C([BH3-])#N.[Na+]. (2) The reactants are: [CH3:1][C:2]1[NH:10][C:9]2[CH:8]=[CH:7][N:6]=[CH:5][C:4]=2[CH:3]=1.[Li]CCCC.C(O[K])(C)(C)C.[F:22][C:23]1[CH:24]=[CH:25][C:26]([O:38][CH3:39])=[C:27]([C:29]([CH3:37])([CH3:36])[CH2:30][C:31](=[O:35])[CH:32]([CH3:34])[CH3:33])[CH:28]=1. Given the product [F:22][C:23]1[CH:24]=[CH:25][C:26]([O:38][CH3:39])=[C:27]([C:29]([CH3:37])([CH3:36])[CH2:30][C:31]([CH2:1][C:2]2[NH:10][C:9]3[CH:8]=[CH:7][N:6]=[CH:5][C:4]=3[CH:3]=2)([OH:35])[CH:32]([CH3:33])[CH3:34])[CH:28]=1, predict the reactants needed to synthesize it. (3) The reactants are: [CH2:1]([C:8]1[O:12][C:11]([C@H:13]2[CH2:17][CH2:16][C@H:15]([NH:18]C(=O)OC(C)(C)C)[CH2:14]2)=[N:10][N:9]=1)[C:2]1[CH:7]=[CH:6][CH:5]=[CH:4][CH:3]=1.Cl. Given the product [CH2:1]([C:8]1[O:12][C:11]([C@H:13]2[CH2:17][CH2:16][C@H:15]([NH2:18])[CH2:14]2)=[N:10][N:9]=1)[C:2]1[CH:7]=[CH:6][CH:5]=[CH:4][CH:3]=1, predict the reactants needed to synthesize it. (4) Given the product [NH2:1][C:2]1[C:3]([C:9]([NH:11][NH:12][C:27]([C:26]2[CH:25]=[CH:24][C:23]([CH2:22][N:20]([CH3:21])[C:18](=[O:19])[O:17][C:13]([CH3:14])([CH3:15])[CH3:16])=[CH:31][CH:30]=2)=[O:28])=[O:10])=[N:4][C:5]([Br:8])=[CH:6][N:7]=1, predict the reactants needed to synthesize it. The reactants are: [NH2:1][C:2]1[C:3]([C:9]([NH:11][NH2:12])=[O:10])=[N:4][C:5]([Br:8])=[CH:6][N:7]=1.[C:13]([O:17][C:18]([N:20]([CH2:22][C:23]1[CH:31]=[CH:30][C:26]([C:27](O)=[O:28])=[CH:25][CH:24]=1)[CH3:21])=[O:19])([CH3:16])([CH3:15])[CH3:14].C(N(CC)CC)C. (5) Given the product [CH2:6]([C:10]([CH3:17])([CH:11]([OH:13])[CH3:12])[CH:14]([OH:16])[CH3:15])[CH2:7][CH2:8][CH3:9], predict the reactants needed to synthesize it. The reactants are: [BH4-].[Na+].[OH-].[Na+].O.[CH2:6]([C:10]([CH3:17])([C:14](=[O:16])[CH3:15])[C:11](=[O:13])[CH3:12])[CH2:7][CH2:8][CH3:9]. (6) Given the product [CH2:1]([O:3][C:4](=[O:28])[CH2:5][N:6]([CH2:7][CH2:8][NH:9][S:10]([C:13]1[S:14][C:15]([C:18]2[CH:23]=[CH:22][C:21]([Cl:24])=[CH:20][C:19]=2[N+:25]([O-:27])=[O:26])=[N:16][N:17]=1)(=[O:12])=[O:11])[C:53](=[O:54])[CH2:52][N:49]1[CH:48]=[N:47][C:46]2[C:45](=[O:56])[NH:44][C:43]([NH:42][C:40]([O:39][CH2:29][C:30]3[CH:38]=[CH:37][C:36]4[O:35][CH2:34][O:33][C:32]=4[CH:31]=3)=[O:41])=[N:51][C:50]1=2)[CH3:2], predict the reactants needed to synthesize it. The reactants are: [CH2:1]([O:3][C:4](=[O:28])[CH2:5][NH:6][CH2:7][CH2:8][NH:9][S:10]([C:13]1[S:14][C:15]([C:18]2[CH:23]=[CH:22][C:21]([Cl:24])=[CH:20][C:19]=2[N+:25]([O-:27])=[O:26])=[N:16][N:17]=1)(=[O:12])=[O:11])[CH3:2].[CH2:29]([O:39][C:40]([NH:42][C:43]1[NH:44][C:45](=[O:56])[C:46]2[N:47]=[CH:48][N:49]([CH2:52][C:53](O)=[O:54])[C:50]=2[N:51]=1)=[O:41])[C:30]1[CH:38]=[CH:37][C:36]2[O:35][CH2:34][O:33][C:32]=2[CH:31]=1. (7) Given the product [CH3:4][P:2]([CH2:5][C:6]1[CH:7]=[C:8]([N:12]2[C:16]([NH:26][C:29]([NH:48][C:49]3[C:58]4[C:53](=[CH:54][CH:55]=[CH:56][CH:57]=4)[C:52]([O:59][C:60]4[CH:65]=[CH:64][N:63]=[C:62]([NH:66][C:67]5[CH:68]=[CH:69][CH:70]=[CH:71][CH:72]=5)[N:61]=4)=[CH:51][CH:50]=3)=[O:38])=[CH:15][C:14]([Si:20]([CH3:21])([CH3:22])[CH3:23])=[N:13]2)[CH:9]=[CH:10][CH:11]=1)([CH3:1])=[O:3], predict the reactants needed to synthesize it. The reactants are: [CH3:1][P:2]([CH2:5][C:6]1[CH:7]=[C:8]([N:12]2[C:16](C(O)=O)=[CH:15][C:14]([Si:20]([CH3:23])([CH3:22])[CH3:21])=[N:13]2)[CH:9]=[CH:10][CH:11]=1)([CH3:4])=[O:3].C([N:26]([CH2:29]C)CC)C.C1C=CC(P(N=[N+]=[N-])(C2C=CC=CC=2)=[O:38])=CC=1.[NH2:48][C:49]1[C:58]2[C:53](=[CH:54][CH:55]=[CH:56][CH:57]=2)[C:52]([O:59][C:60]2[CH:65]=[CH:64][N:63]=[C:62]([NH:66][C:67]3[CH:72]=[CH:71][CH:70]=[CH:69][CH:68]=3)[N:61]=2)=[CH:51][CH:50]=1. (8) Given the product [CH:1]12[O:8][CH:5]([CH2:6][CH2:7]1)[CH2:4][N:3]([C:9]1[N:14]=[C:13]([N:15]3[CH2:16][CH2:17][CH:18]([NH:53][CH2:52][CH2:51][N:50]4[CH2:49][CH2:48][O:47][CH2:46][CH2:45]4)[CH2:19][CH2:20]3)[N:12]=[C:11]([C:22]3[CH:23]=[CH:24][C:25]([NH:28][C:29]([NH:31][C:32]4[CH:37]=[CH:36][N:35]=[CH:34][CH:33]=4)=[O:30])=[CH:26][CH:27]=3)[N:10]=1)[CH2:2]2, predict the reactants needed to synthesize it. The reactants are: [CH:1]12[O:8][CH:5]([CH2:6][CH2:7]1)[CH2:4][N:3]([C:9]1[N:14]=[C:13]([N:15]3[CH2:20][CH2:19][C:18](=O)[CH2:17][CH2:16]3)[N:12]=[C:11]([C:22]3[CH:27]=[CH:26][C:25]([NH:28][C:29]([NH:31][C:32]4[CH:37]=[CH:36][N:35]=[CH:34][CH:33]=4)=[O:30])=[CH:24][CH:23]=3)[N:10]=1)[CH2:2]2.C(O)(C(F)(F)F)=O.[CH2:45]1[N:50]([CH2:51][CH2:52][NH2:53])[CH2:49][CH2:48][O:47][CH2:46]1.